Dataset: Forward reaction prediction with 1.9M reactions from USPTO patents (1976-2016). Task: Predict the product of the given reaction. (1) Given the reactants Cl[C:2]1[C:11]([C:12]#[N:13])=[C:10]([C:14]2[CH:19]=[CH:18][CH:17]=[C:16]([F:20])[CH:15]=2)[C:9]2[C:4](=[CH:5][CH:6]=[C:7]([O:21][CH3:22])[CH:8]=2)[N:3]=1.[OH:23][C@H:24]([CH2:27][OH:28])[CH2:25][NH2:26], predict the reaction product. The product is: [OH:23][C@H:24]([CH2:27][OH:28])[CH2:25][NH:26][C:2]1[C:11]([C:12]#[N:13])=[C:10]([C:14]2[CH:19]=[CH:18][CH:17]=[C:16]([F:20])[CH:15]=2)[C:9]2[C:4](=[CH:5][CH:6]=[C:7]([O:21][CH3:22])[CH:8]=2)[N:3]=1. (2) Given the reactants [N+:1]([C:4]1[CH:5]=[C:6]([CH2:10][CH2:11][N:12]2[CH2:17][CH2:16][NH:15][CH2:14][CH2:13]2)[CH:7]=[CH:8][CH:9]=1)([O-])=O.C(N(CC)CC)C.[CH3:25][S:26](Cl)(=[O:28])=[O:27], predict the reaction product. The product is: [CH3:25][S:26]([N:15]1[CH2:16][CH2:17][N:12]([CH2:11][CH2:10][C:6]2[CH:5]=[C:4]([NH2:1])[CH:9]=[CH:8][CH:7]=2)[CH2:13][CH2:14]1)(=[O:28])=[O:27]. (3) Given the reactants Cl.Cl.[F:3][C:4]1[C:12]([C:13]2[C:21]3[C:20]([NH2:22])=[N:19][CH:18]=[N:17][C:16]=3[N:15]([CH3:23])[CH:14]=2)=[CH:11][CH:10]=[C:9]2[C:5]=1[CH2:6][CH2:7][NH:8]2.[CH3:24][N:25]1[CH:29]=[CH:28][CH:27]=[C:26]1[CH2:30][C:31](O)=[O:32].CN(C(ON1N=NC2C=CC=NC1=2)=[N+](C)C)C.F[P-](F)(F)(F)(F)F.CCN(C(C)C)C(C)C, predict the reaction product. The product is: [F:3][C:4]1[C:12]([C:13]2[C:21]3[C:20]([NH2:22])=[N:19][CH:18]=[N:17][C:16]=3[N:15]([CH3:23])[CH:14]=2)=[CH:11][CH:10]=[C:9]2[C:5]=1[CH2:6][CH2:7][N:8]2[C:31](=[O:32])[CH2:30][C:26]1[N:25]([CH3:24])[CH:29]=[CH:28][CH:27]=1. (4) Given the reactants C(O[C:4]1[CH:5]([CH3:17])[N:6]([C:10]([O:12][C:13]([CH3:16])([CH3:15])[CH3:14])=[O:11])[CH2:7][CH2:8][N:9]=1)C.[CH3:18][C:19]1[N:24]=[C:23]([C:25]([NH:27][NH2:28])=O)[CH:22]=[CH:21][CH:20]=1, predict the reaction product. The product is: [CH3:17][CH:5]1[N:6]([C:10]([O:12][C:13]([CH3:14])([CH3:15])[CH3:16])=[O:11])[CH2:7][CH2:8][N:9]2[C:25]([C:23]3[CH:22]=[CH:21][CH:20]=[C:19]([CH3:18])[N:24]=3)=[N:27][N:28]=[C:4]12. (5) Given the reactants [CH:1]([OH:3])=O.[OH:4][B:5]1[C:9]2[CH:10]=[CH:11][C:12](C#N)=[CH:13][C:8]=2[CH2:7][O:6]1, predict the reaction product. The product is: [OH:4][B:5]1[C:9]2[CH:10]=[CH:11][C:12]([CH:1]=[O:3])=[CH:13][C:8]=2[CH2:7][O:6]1. (6) Given the reactants [NH2:1][C:2]1[S:3][CH:4]=[CH:5][N:6]=1.C([N:15]=[C:16]=[S:17])(=O)C1C=CC=CC=1, predict the reaction product. The product is: [S:3]1[CH:4]=[CH:5][N:6]=[C:2]1[NH:1][C:16]([NH2:15])=[S:17].